From a dataset of Forward reaction prediction with 1.9M reactions from USPTO patents (1976-2016). Predict the product of the given reaction. (1) Given the reactants [Br:1]Br.[CH:3]1([N:6]2[C:15]3[C:10](=[C:11]([NH:18][C:19]4[CH:24]=[CH:23][C:22]([I:25])=[CH:21][C:20]=4[F:26])[C:12]([F:17])=[CH:13][C:14]=3[F:16])[C:9](=[O:27])[CH:8]=[CH:7]2)[CH2:5][CH2:4]1, predict the reaction product. The product is: [Br:1][C:8]1[C:9](=[O:27])[C:10]2[C:15](=[C:14]([F:16])[CH:13]=[C:12]([F:17])[C:11]=2[NH:18][C:19]2[CH:24]=[CH:23][C:22]([I:25])=[CH:21][C:20]=2[F:26])[N:6]([CH:3]2[CH2:5][CH2:4]2)[CH:7]=1. (2) Given the reactants [CH3:1][O:2][C:3]1[CH:4]=[C:5]([CH:10]=[CH:11][C:12]=1[N+:13]([O-])=O)[C:6]([NH:8][CH3:9])=[O:7].[Sn](Cl)(Cl)(Cl)Cl.[OH-].[Na+], predict the reaction product. The product is: [NH2:13][C:12]1[CH:11]=[CH:10][C:5]([C:6]([NH:8][CH3:9])=[O:7])=[CH:4][C:3]=1[O:2][CH3:1]. (3) Given the reactants [Cl:1][CH2:2][CH:3]([C@H:5]([NH:13][C:14]([C@@H:16]([N:18]([CH3:27])[C:19](=[O:26])[CH2:20][CH2:21][CH2:22][CH2:23][CH:24]=[CH2:25])[CH3:17])=[O:15])[CH2:6][CH:7]([CH3:12])[CH2:8][CH2:9]C=C)[OH:4], predict the reaction product. The product is: [Cl:1][CH2:2][CH:3]([CH:5]1[NH:13][C:14](=[O:15])[C@H:16]([CH3:17])[N:18]([CH3:27])[C:19](=[O:26])[CH2:20][CH2:21][CH2:22][CH2:23][CH:24]=[CH:25][CH2:9][CH2:8][C@@H:7]([CH3:12])[CH2:6]1)[OH:4]. (4) Given the reactants [Br:1][C:2]1[CH:3]=[N:4][C:5]([Cl:10])=[C:6]([CH:9]=1)C=O.[CH3:11][O:12][CH:13](OC)[O:14][CH3:15].O.C1(C)C=CC(S(O)(=O)=O)=CC=1, predict the reaction product. The product is: [Br:1][C:2]1[CH:9]=[C:6]([CH:13]([O:14][CH3:15])[O:12][CH3:11])[C:5]([Cl:10])=[N:4][CH:3]=1. (5) Given the reactants S(Cl)([Cl:3])=O.[F:5][C:6]1[CH:7]=[C:8]([CH:11]=[C:12]([N:14]2[CH:19]=[CH:18][C:17](=[O:20])[C:16]([CH2:21]O)=[N:15]2)[CH:13]=1)[C:9]#[N:10], predict the reaction product. The product is: [Cl:3][CH2:21][C:16]1[C:17](=[O:20])[CH:18]=[CH:19][N:14]([C:12]2[CH:11]=[C:8]([CH:7]=[C:6]([F:5])[CH:13]=2)[C:9]#[N:10])[N:15]=1. (6) Given the reactants [CH2:1]([O:3][C:4](=[O:21])[CH2:5][CH2:6][C:7]1[CH:12]=[CH:11][C:10]([N+:13]([O-])=O)=[C:9]([C:16](=[O:20])[N:17]([CH3:19])[CH3:18])[CH:8]=1)[CH3:2], predict the reaction product. The product is: [CH2:1]([O:3][C:4](=[O:21])[CH2:5][CH2:6][C:7]1[CH:12]=[CH:11][C:10]([NH2:13])=[C:9]([C:16](=[O:20])[N:17]([CH3:18])[CH3:19])[CH:8]=1)[CH3:2].